Task: Predict the reactants needed to synthesize the given product.. Dataset: Full USPTO retrosynthesis dataset with 1.9M reactions from patents (1976-2016) (1) The reactants are: [Cl:1][C:2]1[CH:7]=[CH:6][C:5]([S:8]([N:11]2[CH2:17][CH2:16][CH2:15][CH2:14][C:13]3[CH:18]=[CH:19][CH:20]=[CH:21][C:12]2=3)(=[O:10])=[O:9])=[CH:4][C:3]=1[NH:22][C:23](=[O:28])[CH2:24][C:25](=O)[CH3:26].C([O-])(=O)C.[NH4+:33]. Given the product [Cl:1][C:2]1[CH:7]=[CH:6][C:5]([S:8]([N:11]2[CH2:17][CH2:16][CH2:15][CH2:14][C:13]3[CH:18]=[CH:19][CH:20]=[CH:21][C:12]2=3)(=[O:10])=[O:9])=[CH:4][C:3]=1[NH:22][C:23](=[O:28])[CH2:24][C:25](=[NH:33])[CH3:26], predict the reactants needed to synthesize it. (2) Given the product [C:33]([C:36]1[CH:37]=[CH:38][C:39]([CH3:50])=[C:40]([NH:42][C:43]([C@@H:45]2[CH2:49][CH2:48][CH2:47][N:46]2[C:57](=[O:58])[C@H:56]([NH:55][C:53](=[O:54])[O:52][CH3:51])[C:60]2[CH:65]=[CH:64][CH:63]=[CH:62][CH:61]=2)=[O:44])[CH:41]=1)(=[O:35])[CH3:34], predict the reactants needed to synthesize it. The reactants are: Cl.O1CCOCC1.CN(C(ON1N=NC2C=CC=NC1=2)=[N+](C)C)C.F[P-](F)(F)(F)(F)F.Cl.[C:33]([C:36]1[CH:37]=[CH:38][C:39]([CH3:50])=[C:40]([NH:42][C:43]([C@@H:45]2[CH2:49][CH2:48][CH2:47][NH:46]2)=[O:44])[CH:41]=1)(=[O:35])[CH3:34].[CH3:51][O:52][C:53]([NH:55][C@H:56]([C:60]1[CH:65]=[CH:64][CH:63]=[CH:62][CH:61]=1)[C:57](O)=[O:58])=[O:54].CCN(C(C)C)C(C)C.